This data is from Catalyst prediction with 721,799 reactions and 888 catalyst types from USPTO. The task is: Predict which catalyst facilitates the given reaction. (1) Reactant: [CH2:1]([N:8]([CH2:30][C@@H:31]([C:33]1[CH:44]=[CH:43][C:36]2[O:37]C(C)(C)[O:39][CH2:40][C:35]=2[CH:34]=1)[OH:32])[CH2:9][CH2:10][CH2:11][CH2:12][CH2:13][CH2:14][CH2:15][O:16][CH2:17][CH2:18][CH2:19][C:20]1[CH:21]=[C:22]([S:26]([NH2:29])(=[O:28])=[O:27])[CH:23]=[CH:24][CH:25]=1)[C:2]1[CH:7]=[CH:6][CH:5]=[CH:4][CH:3]=1.Cl.C(=O)(O)[O-].[Na+]. Product: [CH2:1]([N:8]([CH2:30][C@H:31]([OH:32])[C:33]1[CH:44]=[CH:43][C:36]([OH:37])=[C:35]([CH2:40][OH:39])[CH:34]=1)[CH2:9][CH2:10][CH2:11][CH2:12][CH2:13][CH2:14][CH2:15][O:16][CH2:17][CH2:18][CH2:19][C:20]1[CH:21]=[C:22]([S:26]([NH2:29])(=[O:28])=[O:27])[CH:23]=[CH:24][CH:25]=1)[C:2]1[CH:3]=[CH:4][CH:5]=[CH:6][CH:7]=1. The catalyst class is: 13. (2) Reactant: [Cl:1][C:2]1[C:3]([F:28])=[C:4]([CH:8]2[CH2:12][NH:11][CH:10]([CH2:13][C:14]([CH3:17])([CH3:16])[CH3:15])[C:9]2([C:20]2[CH:25]=[CH:24][C:23]([Cl:26])=[CH:22][C:21]=2[F:27])[C:18]#[N:19])[CH:5]=[CH:6][CH:7]=1.Br[CH2:30][C:31]([O:33][C:34]([CH3:37])([CH3:36])[CH3:35])=[O:32].C([O-])([O-])=O.[Cs+].[Cs+].O. The catalyst class is: 9. Product: [C:34]([O:33][C:31](=[O:32])[CH2:30][N:11]1[CH2:12][C@H:8]([C:4]2[CH:5]=[CH:6][CH:7]=[C:2]([Cl:1])[C:3]=2[F:28])[C@:9]([C:20]2[CH:25]=[CH:24][C:23]([Cl:26])=[CH:22][C:21]=2[F:27])([C:18]#[N:19])[C@@H:10]1[CH2:13][C:14]([CH3:17])([CH3:16])[CH3:15])([CH3:37])([CH3:36])[CH3:35]. (3) Reactant: COC1[CH:12]=[CH:11][C:6]2[CH:7]=[C:8]([CH3:10])[O:9][C:5]=2C=1.B(Br)(Br)Br.C(N(CC)CC)C.[C:24]([O:27][C:28](=O)[CH3:29])(=[O:26])[CH3:25]. Product: [CH3:10][C:8]1[O:9][C:5]2[CH:29]=[C:28]([O:27][C:24](=[O:26])[CH3:25])[CH:12]=[CH:11][C:6]=2[CH:7]=1. The catalyst class is: 4. (4) Reactant: [CH3:1][O:2][C:3]1[CH:22]=[C:21]([O:23][CH3:24])[CH:20]=[CH:19][C:4]=1[CH2:5][N:6]1[C:11](=[O:12])[C:10]2[CH:13]=[C:14]([CH2:16][CH3:17])[S:15][C:9]=2[NH:8][C:7]1=[O:18].Br[CH2:26][C:27]1[CH:32]=[CH:31][C:30]([C:33]2[CH:38]=[CH:37][CH:36]=[CH:35][C:34]=2[C:39]2[N:43]([CH2:44][O:45][CH2:46][CH2:47][O:48][CH3:49])[C:42](=[O:50])[O:41][N:40]=2)=[CH:29][CH:28]=1.C(=O)([O-])[O-].[K+].[K+]. Product: [CH3:1][O:2][C:3]1[CH:22]=[C:21]([O:23][CH3:24])[CH:20]=[CH:19][C:4]=1[CH2:5][N:6]1[C:11](=[O:12])[C:10]2[CH:13]=[C:14]([CH2:16][CH3:17])[S:15][C:9]=2[N:8]([CH2:26][C:27]2[CH:32]=[CH:31][C:30]([C:33]3[CH:38]=[CH:37][CH:36]=[CH:35][C:34]=3[C:39]3[N:43]([CH2:44][O:45][CH2:46][CH2:47][O:48][CH3:49])[C:42](=[O:50])[O:41][N:40]=3)=[CH:29][CH:28]=2)[C:7]1=[O:18]. The catalyst class is: 10. (5) Reactant: [Br:1][C:2]1[CH:36]=[CH:35][C:5]([CH2:6][C@@:7]23[CH2:26][C@@H:25]([O:27][Si](C(C)(C)C)(C)C)[CH2:24][N:8]2[S:9](=[O:23])(=[O:22])[C:10]([C:14]2[CH:19]=[C:18]([Cl:20])[CH:17]=[C:16]([Cl:21])[CH:15]=2)=[C:11]3[O:12][CH3:13])=[CH:4][CH:3]=1.F.CCOC(C)=O.C([O-])(O)=O.[Na+]. Product: [Br:1][C:2]1[CH:3]=[CH:4][C:5]([CH2:6][C@@:7]23[CH2:26][C@@H:25]([OH:27])[CH2:24][N:8]2[S:9](=[O:22])(=[O:23])[C:10]([C:14]2[CH:15]=[C:16]([Cl:21])[CH:17]=[C:18]([Cl:20])[CH:19]=2)=[C:11]3[O:12][CH3:13])=[CH:35][CH:36]=1. The catalyst class is: 23. (6) The catalyst class is: 8. Product: [Cl:30][C:26]1[CH:25]=[C:24]2[C:29]([C:20]([NH:1][C:2]3[CH:3]=[C:4]([CH:7]=[C:8]([NH:10][CH2:11][CH2:12][N:13]4[CH2:18][CH2:17][CH2:16][CH2:15][CH2:14]4)[CH:9]=3)[C:5]#[N:6])=[CH:21][CH:22]=[N:23]2)=[CH:28][CH:27]=1. Reactant: [NH2:1][C:2]1[CH:3]=[C:4]([CH:7]=[C:8]([NH:10][CH2:11][CH2:12][N:13]2[CH2:18][CH2:17][CH2:16][CH2:15][CH2:14]2)[CH:9]=1)[C:5]#[N:6].Cl[C:20]1[C:29]2[C:24](=[CH:25][C:26]([Cl:30])=[CH:27][CH:28]=2)[N:23]=[CH:22][CH:21]=1.Cl. (7) Reactant: [N+:1]([C:4]1[CH:9]=[CH:8][CH:7]=[CH:6][C:5]=1[O:10][CH2:11][CH2:12][CH2:13][CH2:14][CH:15]=[CH2:16])([O-])=O.[N+](C1C=CC=CC=1O)([O-])=O.BrCCCCC=C.C([O-])([O-])=O.[Na+].[Na+]. Product: [CH2:11]([O:10][C:5]1[CH:6]=[CH:7][CH:8]=[CH:9][C:4]=1[NH2:1])[CH2:12][CH2:13][CH2:14][CH:15]=[CH2:16]. The catalyst class is: 6.